Task: Predict the product of the given reaction.. Dataset: Forward reaction prediction with 1.9M reactions from USPTO patents (1976-2016) (1) Given the reactants [OH:1][C@H:2]([CH2:7][CH3:8])[C:3]([O:5][CH3:6])=[O:4].[Cl:9][C:10]1[CH:15]=[CH:14][C:13]([CH3:16])=[CH:12][C:11]=1O, predict the reaction product. The product is: [Cl:9][C:10]1[CH:15]=[CH:14][C:13]([CH3:16])=[CH:12][C:11]=1[O:1][C@@H:2]([CH2:7][CH3:8])[C:3]([O:5][CH3:6])=[O:4]. (2) Given the reactants [CH3:1][C:2]1[N:7]2[N:8]=[C:9](/[CH:11]=[CH:12]/[C:13]3[N:17]([CH3:18])[N:16]=[C:15]([N:19]4[CH2:24][CH2:23][CH2:22][CH2:21][CH2:20]4)[N:14]=3)[N:10]=[C:6]2[C:5]([CH3:25])=[N:4][CH:3]=1, predict the reaction product. The product is: [CH3:1][C:2]1[N:7]2[N:8]=[C:9]([CH2:11][CH2:12][C:13]3[N:17]([CH3:18])[N:16]=[C:15]([N:19]4[CH2:24][CH2:23][CH2:22][CH2:21][CH2:20]4)[N:14]=3)[N:10]=[C:6]2[C:5]([CH3:25])=[N:4][CH:3]=1. (3) Given the reactants [BH4-].[Na+].[C:3]([C:10]1[CH:11]=[C:12]([CH2:18][CH2:19][C:20]([O:22][CH2:23][CH3:24])=[O:21])[CH:13]=[CH:14][C:15]=1[O:16][CH3:17])(=[O:9])[CH2:4][CH2:5][CH2:6][CH2:7][CH3:8], predict the reaction product. The product is: [OH:9][CH:3]([C:10]1[CH:11]=[C:12]([CH2:18][CH2:19][C:20]([O:22][CH2:23][CH3:24])=[O:21])[CH:13]=[CH:14][C:15]=1[O:16][CH3:17])[CH2:4][CH2:5][CH2:6][CH2:7][CH3:8]. (4) Given the reactants [CH3:1][O:2][C:3]1[CH:4]=[C:5]2[CH:11]=[C:10]([CH3:12])[N:9](S(C3C=CC(C)=CC=3)(=O)=O)[C:6]2=[N:7][CH:8]=1.[OH-].[Na+], predict the reaction product. The product is: [CH3:1][O:2][C:3]1[CH:4]=[C:5]2[CH:11]=[C:10]([CH3:12])[NH:9][C:6]2=[N:7][CH:8]=1. (5) Given the reactants [C:1]([C:3]1[CH:11]=[CH:10][C:6]([C:7](Cl)=[O:8])=[CH:5][CH:4]=1)#[N:2].[NH2:12][C:13]1[N:17]([CH2:18][CH2:19][C:20]([NH2:22])=[O:21])[C:16]2[CH:23]=[CH:24][C:25]([CH:27]([CH3:36])[C:28]([CH:30]3[CH2:35][CH2:34][CH2:33][CH2:32][CH2:31]3)=[O:29])=[CH:26][C:15]=2[N:14]=1, predict the reaction product. The product is: [C:20]([CH2:19][CH2:18][N:17]1[C:16]2[CH:23]=[CH:24][C:25]([CH:27]([CH3:36])[C:28]([CH:30]3[CH2:35][CH2:34][CH2:33][CH2:32][CH2:31]3)=[O:29])=[CH:26][C:15]=2[N:14]=[C:13]1[NH:12][C:7](=[O:8])[C:6]1[CH:10]=[CH:11][C:3]([C:1]#[N:2])=[CH:4][CH:5]=1)(=[O:21])[NH2:22]. (6) Given the reactants Cl[CH2:2][C:3]1SC(C2C=CC(C(F)(F)F)=CC=2)=N[C:4]=1COC1CCCCO1.C(=O)([O-])[O-].[Cs+].[Cs+].C[C:33]([O:40][C:41]1[CH:46]=[CH:45][C:44]([SH:47])=[CH:43][CH:42]=1)(C)[C:34]([O:36][CH2:37][CH3:38])=[O:35], predict the reaction product. The product is: [CH:3]([C:42]1[CH:43]=[C:44]([SH:47])[CH:45]=[CH:46][C:41]=1[O:40][CH2:33][C:34]([O:36][CH2:37][CH3:38])=[O:35])([CH3:4])[CH3:2]. (7) Given the reactants [CH3:1][N:2]([CH3:17])[C:3]([C@@H:5]([NH:9]C(=O)OC(C)(C)C)[CH:6]([CH3:8])[CH3:7])=[O:4].[ClH:18], predict the reaction product. The product is: [ClH:18].[NH2:9][C@@H:5]([CH:6]([CH3:8])[CH3:7])[C:3]([N:2]([CH3:17])[CH3:1])=[O:4]. (8) Given the reactants C(Cl)(=O)C(Cl)=O.CS(C)=O.[F:11][C:12]([F:41])([F:40])[C:13]1[CH:14]=[C:15]([C@H:23]([O:25][C@H:26]2[CH2:30][CH2:29][C@@H:28]([CH2:31][OH:32])[C@@H:27]2[C:33]2[CH:38]=[CH:37][C:36]([F:39])=[CH:35][CH:34]=2)[CH3:24])[CH:16]=[C:17]([C:19]([F:22])([F:21])[F:20])[CH:18]=1.CCN(C(C)C)C(C)C, predict the reaction product. The product is: [F:22][C:19]([F:20])([F:21])[C:17]1[CH:16]=[C:15]([C@H:23]([O:25][C@H:26]2[CH2:30][CH2:29][C@@H:28]([CH:31]=[O:32])[C@@H:27]2[C:33]2[CH:34]=[CH:35][C:36]([F:39])=[CH:37][CH:38]=2)[CH3:24])[CH:14]=[C:13]([C:12]([F:41])([F:11])[F:40])[CH:18]=1. (9) Given the reactants NCC(O)CO.Cl.[C:8]([CH:11]([N:18]1[CH2:29][CH2:28][N:27]([CH:30]([C:37]([OH:39])=[O:38])CCCC(O)=O)[CH2:26][CH2:25][NH:24][CH2:23][CH2:22][N:21]([CH:40](CCCC)[C:41]([OH:43])=[O:42])[CH2:20][CH2:19]1)CCCC(O)=O)([OH:10])=[O:9].C1C(=O)N(O)C(=O)C1S([O-])(=O)=O.[Na+].CCN=C=NCCCN(C)C.[OH-].[Na+], predict the reaction product. The product is: [CH2:25]1[NH:24][CH2:23][CH2:22][N:21]([CH2:40][C:41]([OH:43])=[O:42])[CH2:20][CH2:19][N:18]([CH2:11][C:8]([OH:10])=[O:9])[CH2:29][CH2:28][N:27]([CH2:30][C:37]([OH:39])=[O:38])[CH2:26]1. (10) Given the reactants C(C1SC2C(=O)N(C3C=CC=C(C4N=C(NC5C=CC(C6C(=O)NCCN6C)=CC=5)C(=O)N(C)C=4)C=3C)CC=2C=1)(C)(C)C.C([O:47][CH2:48][C:49]1[C:54](B2OC(C)(C)C(C)(C)O2)=[CH:53][CH:52]=[CH:51][C:50]=1[N:64]1[CH2:72][C:71]2[C:66](=[CH:67][CH:68]=[C:69]([N:73]([CH3:75])[CH3:74])[CH:70]=2)[C:65]1=[O:76])(=O)C.Br[C:78]1[CH:79]=[C:80]([NH:86][C:87]2[CH:92]=[CH:91][N:90]=[CH:89][N:88]=2)[C:81](=[O:85])[N:82]([CH3:84])[CH:83]=1, predict the reaction product. The product is: [CH3:74][N:73]([CH3:75])[C:69]1[CH:70]=[C:71]2[C:66](=[CH:67][CH:68]=1)[C:65](=[O:76])[N:64]([C:50]1[CH:51]=[CH:52][CH:53]=[C:54]([C:78]3[CH:79]=[C:80]([NH:86][C:87]4[CH:92]=[CH:91][N:90]=[CH:89][N:88]=4)[C:81](=[O:85])[N:82]([CH3:84])[CH:83]=3)[C:49]=1[CH2:48][OH:47])[CH2:72]2.